From a dataset of TCR-epitope binding with 47,182 pairs between 192 epitopes and 23,139 TCRs. Binary Classification. Given a T-cell receptor sequence (or CDR3 region) and an epitope sequence, predict whether binding occurs between them. (1) The epitope is CTELKLSDY. The TCR CDR3 sequence is CASSFGNTIYF. Result: 0 (the TCR does not bind to the epitope). (2) The epitope is LLLGIGILV. The TCR CDR3 sequence is CAAGGGAYTGELFF. Result: 1 (the TCR binds to the epitope). (3) The epitope is MPASWVMRI. The TCR CDR3 sequence is CARRQGAGQPQHF. Result: 1 (the TCR binds to the epitope). (4) The epitope is TPGPGVRYPL. The TCR CDR3 sequence is CASSPNTIANEQFF. Result: 1 (the TCR binds to the epitope). (5) The epitope is VLWAHGFEL. The TCR CDR3 sequence is CASSLAGTYNEQFF. Result: 1 (the TCR binds to the epitope). (6) The epitope is SEETGTLIV. The TCR CDR3 sequence is CASSQETPRGPPLAKNIQYF. Result: 0 (the TCR does not bind to the epitope). (7) The epitope is QARQMVQAMRTIGTHP. The TCR CDR3 sequence is CASSIRTGNSPLHF. Result: 1 (the TCR binds to the epitope). (8) The epitope is ATDALMTGY. The TCR CDR3 sequence is CASSPWTSGGAYNEQFF. Result: 1 (the TCR binds to the epitope). (9) The epitope is ALSKGVHFV. The TCR CDR3 sequence is CASSPHGGSSSGQPQHF. Result: 0 (the TCR does not bind to the epitope). (10) The epitope is FLYNLLTRV. The TCR CDR3 sequence is CASSFFAGEKNEQFF. Result: 0 (the TCR does not bind to the epitope).